From a dataset of Catalyst prediction with 721,799 reactions and 888 catalyst types from USPTO. Predict which catalyst facilitates the given reaction. (1) Reactant: C([O:4][C@@H:5]1[C@@H:10]([O:11]C(=O)C)[C@H:9]([O:15]C(=O)C)[C@@H:8]([O:19][CH3:20])[O:7][C@H:6]1[C:21]1[CH:26]=[CH:25][C:24]([Cl:27])=[C:23]([CH2:28][C:29]2[CH:34]=[CH:33][C:32]([O:35][CH2:36][CH:37]=[N:38][O:39][CH3:40])=[CH:31][CH:30]=2)[CH:22]=1)(=O)C.O.[OH-].[Li+]. Product: [CH3:40][O:39][N:38]=[CH:37][CH2:36][O:35][C:32]1[CH:33]=[CH:34][C:29]([CH2:28][C:23]2[CH:22]=[C:21]([C@H:6]3[C@H:5]([OH:4])[C@@H:10]([OH:11])[C@H:9]([OH:15])[C@@H:8]([O:19][CH3:20])[O:7]3)[CH:26]=[CH:25][C:24]=2[Cl:27])=[CH:30][CH:31]=1. The catalyst class is: 87. (2) Reactant: [OH:1][CH:2]1[CH2:5][N:4]([C:6]2[O:7][CH:8]=[C:9]([C:11]([N:13]3[CH2:16][CH:15]([O:17][CH3:18])[CH2:14]3)=[O:12])[N:10]=2)[CH2:3]1.[CH3:19][S:20](Cl)(=[O:22])=[O:21].C(N(CC)CC)C. Product: [CH3:19][S:20]([O:1][CH:2]1[CH2:5][N:4]([C:6]2[O:7][CH:8]=[C:9]([C:11]([N:13]3[CH2:16][CH:15]([O:17][CH3:18])[CH2:14]3)=[O:12])[N:10]=2)[CH2:3]1)(=[O:22])=[O:21]. The catalyst class is: 2. (3) Reactant: [Cl:1][C:2]1[CH:8]=[C:7]([Cl:9])[C:6]([O:10][CH3:11])=[CH:5][C:3]=1[NH2:4].[H-].[Na+].[Br:14][C:15]1[S:23][C:22]2[C:17](=[N:18][CH:19]=[C:20]([C:25]#[N:26])[C:21]=2Cl)[CH:16]=1. Product: [Br:14][C:15]1[S:23][C:22]2[C:17](=[N:18][CH:19]=[C:20]([C:25]#[N:26])[C:21]=2[NH:4][C:3]2[CH:5]=[C:6]([O:10][CH3:11])[C:7]([Cl:9])=[CH:8][C:2]=2[Cl:1])[CH:16]=1. The catalyst class is: 7. (4) Reactant: [C:1]([OH:9])(=[O:8])[C@@H:2]([CH2:4][C:5]([OH:7])=[O:6])[OH:3].CO[C:12](OC)([CH3:14])[CH3:13]. Product: [CH3:13][C:12]1([CH3:14])[O:3][C@H:2]([CH2:4][C:5]([OH:7])=[O:6])[C:1](=[O:9])[O:8]1. The catalyst class is: 11. (5) Reactant: [C:1]([C:4]([C@@H:17]1[CH2:21][CH2:20][NH:19][CH2:18]1)([C:11]1[CH:16]=[CH:15][CH:14]=[CH:13][CH:12]=1)[C:5]1[CH:10]=[CH:9][CH:8]=[CH:7][CH:6]=1)(=[O:3])[NH2:2].C(N(CC)CC)C.Br[CH2:30][CH2:31][CH2:32][CH2:33][CH2:34][CH2:35][CH2:36][OH:37]. Product: [C:1]([C:4]([C@@H:17]1[CH2:21][CH2:20][N:19]([CH2:30][CH2:31][CH2:32][CH2:33][CH2:34][CH2:35][CH2:36][OH:37])[CH2:18]1)([C:11]1[CH:12]=[CH:13][CH:14]=[CH:15][CH:16]=1)[C:5]1[CH:10]=[CH:9][CH:8]=[CH:7][CH:6]=1)(=[O:3])[NH2:2]. The catalyst class is: 10.